From a dataset of Peptide-MHC class I binding affinity with 185,985 pairs from IEDB/IMGT. Regression. Given a peptide amino acid sequence and an MHC pseudo amino acid sequence, predict their binding affinity value. This is MHC class I binding data. The peptide sequence is NYFNRMFHF. The MHC is HLA-B57:01 with pseudo-sequence HLA-B57:01. The binding affinity (normalized) is 0.0847.